Task: Regression. Given two drug SMILES strings and cell line genomic features, predict the synergy score measuring deviation from expected non-interaction effect.. Dataset: Merck oncology drug combination screen with 23,052 pairs across 39 cell lines Drug 1: N#Cc1ccc(Cn2cncc2CN2CCN(c3cccc(Cl)c3)C(=O)C2)cc1. Drug 2: COC1=C2CC(C)CC(OC)C(O)C(C)C=C(C)C(OC(N)=O)C(OC)C=CC=C(C)C(=O)NC(=CC1=O)C2=O. Cell line: OV90. Synergy scores: synergy=9.31.